From a dataset of CYP1A2 inhibition data for predicting drug metabolism from PubChem BioAssay. Regression/Classification. Given a drug SMILES string, predict its absorption, distribution, metabolism, or excretion properties. Task type varies by dataset: regression for continuous measurements (e.g., permeability, clearance, half-life) or binary classification for categorical outcomes (e.g., BBB penetration, CYP inhibition). Dataset: cyp1a2_veith. (1) The molecule is C/C=C\C1=C(CO)C(=O)[C@H]2O[C@]2(CC=C(C)C)C1=O. The result is 0 (non-inhibitor). (2) The drug is CCn1c(SCC(=O)NC2CCCCC2)nc2c(c1=O)SC(C)C2. The result is 1 (inhibitor). (3) The drug is O=C(CSCc1c(Cl)cccc1Cl)NCc1cccnc1. The result is 1 (inhibitor). (4) The drug is Cc1ccc(Nc2nc(-c3c(C)nc4ncccn34)cs2)cc1. The result is 1 (inhibitor).